Dataset: Retrosynthesis with 50K atom-mapped reactions and 10 reaction types from USPTO. Task: Predict the reactants needed to synthesize the given product. (1) The reactants are: O=C(CBr)C1(C(=O)NCc2ccccc2)CCCC1. Given the product O=C1CN(Cc2ccccc2)C(=O)C12CCCC2, predict the reactants needed to synthesize it. (2) Given the product COC(=O)c1ccc2c(C3CCCCC3)c3n(c2c1)CCN(CCN(C)C)Cc1ccoc1-3, predict the reactants needed to synthesize it. The reactants are: COC(=O)c1ccc2c(C3CCCCC3)c3n(c2c1)CC(=O)N(CCN(C)C)Cc1ccoc1-3. (3) Given the product CC(=O)c1cnc(Nc2ccc(C[C@H](C)O)cc2)c([N+](=O)[O-])c1, predict the reactants needed to synthesize it. The reactants are: CC(=O)c1cnc(Cl)c([N+](=O)[O-])c1.C[C@H](O)Cc1ccc(N)cc1.